Dataset: Forward reaction prediction with 1.9M reactions from USPTO patents (1976-2016). Task: Predict the product of the given reaction. Given the reactants [C:1]([O:5][C:6]([NH:8][CH:9]([C:21]1[CH:26]=[CH:25][CH:24]=[CH:23][CH:22]=1)[C:10]1[CH:11]=[C:12]([CH:18]=[CH:19][CH:20]=1)[O:13][CH2:14][C:15](O)=O)=[O:7])([CH3:4])([CH3:3])[CH3:2].[OH:27][N:28]=[C:29]([C:31]1[CH:47]=[CH:46][C:34]([C:35]([O:37][CH2:38][CH2:39][CH2:40][CH:41]2[O:45][CH2:44][CH2:43][O:42]2)=[O:36])=[CH:33][CH:32]=1)[NH2:30], predict the reaction product. The product is: [C:1]([O:5][C:6]([NH:8][CH:9]([C:21]1[CH:22]=[CH:23][CH:24]=[CH:25][CH:26]=1)[C:10]1[CH:11]=[C:12]([CH:18]=[CH:19][CH:20]=1)[O:13][CH2:14][C:15]1[O:27][N:28]=[C:29]([C:31]2[CH:32]=[CH:33][C:34]([C:35]([O:37][CH2:38][CH2:39][CH2:40][CH:41]3[O:42][CH2:43][CH2:44][O:45]3)=[O:36])=[CH:46][CH:47]=2)[N:30]=1)=[O:7])([CH3:2])([CH3:3])[CH3:4].